From a dataset of Forward reaction prediction with 1.9M reactions from USPTO patents (1976-2016). Predict the product of the given reaction. (1) Given the reactants [F:1][C:2]1[CH:7]=[C:6]([O:8][CH3:9])[CH:5]=[CH:4][C:3]=1[N:10]1[C:14](I)=[C:13]([C:16]#[N:17])[C:12]([CH3:18])=[N:11]1.[Li]CCCC.CON(C)[C:27](=[O:36])[CH:28]([CH3:35])[CH2:29][CH:30]([O:33][CH3:34])[O:31][CH3:32], predict the reaction product. The product is: [CH3:32][O:31][CH:30]([O:33][CH3:34])[CH2:29][CH:28]([CH3:35])[C:27]([C:14]1[N:10]([C:3]2[CH:4]=[CH:5][C:6]([O:8][CH3:9])=[CH:7][C:2]=2[F:1])[N:11]=[C:12]([CH3:18])[C:13]=1[C:16]#[N:17])=[O:36]. (2) Given the reactants NC1C=CC([NH:8][C:9](=[O:18])[C:10]2[CH:15]=[CH:14][CH:13]=[C:12]([F:16])[C:11]=2[F:17])=CC=1.[F:19][C:20]([F:31])([F:30])[C:21]1O[C:23]([C:26]([F:29])([F:28])[F:27])=[N:24][N:25]=1.[CH3:32][C:33](O)=O.C[N:37]1[C:41](=O)[CH2:40][CH2:39][CH2:38]1, predict the reaction product. The product is: [F:19][C:20]([F:31])([F:30])[C:21]1[N:37]([C:41]2[CH:40]=[CH:39][CH:38]=[CH:33][C:32]=2[C:13]2[CH:14]=[CH:15][C:10]([C:9]([NH2:8])=[O:18])=[C:11]([F:17])[C:12]=2[F:16])[C:23]([C:26]([F:29])([F:28])[F:27])=[N:24][N:25]=1. (3) Given the reactants [OH:1][CH2:2][C:3]1[C:11]([S:12]([CH3:15])(=[O:14])=[O:13])=[CH:10][C:9]2[N:8]3[CH2:16][CH2:17][N:18]([C:23]4[N:28]=[C:27]([C:29]([F:32])([F:31])[F:30])[C:26]([C:33](=[O:35])[CH3:34])=[CH:25][N:24]=4)[CH:19]([CH:20]([CH3:22])[CH3:21])[C:7]3=[CH:6][C:5]=2[CH:4]=1.N1C=CC=CC=1.[C:42](Cl)([CH3:44])=[O:43], predict the reaction product. The product is: [C:42]([O:1][CH2:2][C:3]1[C:11]([S:12]([CH3:15])(=[O:13])=[O:14])=[CH:10][C:9]2[N:8]3[CH2:16][CH2:17][N:18]([C:23]4[N:28]=[C:27]([C:29]([F:30])([F:32])[F:31])[C:26]([C:33](=[O:35])[CH3:34])=[CH:25][N:24]=4)[CH:19]([CH:20]([CH3:22])[CH3:21])[C:7]3=[CH:6][C:5]=2[CH:4]=1)(=[O:43])[CH3:44]. (4) Given the reactants Br[C:2]1[C:3]([N:22]2[CH2:26][CH2:25][C@@H:24]([OH:27])[CH2:23]2)=[N:4][CH:5]=[C:6]([CH:21]=1)[C:7]([NH:9][C:10]1[CH:15]=[CH:14][C:13]([O:16][C:17]([F:20])([F:19])[F:18])=[CH:12][CH:11]=1)=[O:8].[C:28]([C:30]1[CH:35]=[CH:34][N:33]=[CH:32][C:31]=1B1OC(C)(C)C(C)(C)O1)#[N:29].C([O-])([O-])=O.[K+].[K+], predict the reaction product. The product is: [C:28]([C:30]1[CH:35]=[CH:34][N:33]=[CH:32][C:31]=1[C:2]1[C:3]([N:22]2[CH2:26][CH2:25][C@@H:24]([OH:27])[CH2:23]2)=[N:4][CH:5]=[C:6]([C:7]([NH:9][C:10]2[CH:11]=[CH:12][C:13]([O:16][C:17]([F:20])([F:18])[F:19])=[CH:14][CH:15]=2)=[O:8])[CH:21]=1)#[N:29].